From a dataset of Catalyst prediction with 721,799 reactions and 888 catalyst types from USPTO. Predict which catalyst facilitates the given reaction. Reactant: C([O-])(O)=O.[Na+].[SH:6][C:7]1[CH:8]=[C:9]([CH2:13][OH:14])[CH:10]=[CH:11][CH:12]=1.Br[C:16]1[CH:17]=[CH:18][C:19]([C:22]#[N:23])=[N:20][CH:21]=1. Product: [OH:14][CH2:13][C:9]1[CH:8]=[C:7]([S:6][C:16]2[CH:17]=[CH:18][C:19]([C:22]#[N:23])=[N:20][CH:21]=2)[CH:12]=[CH:11][CH:10]=1. The catalyst class is: 39.